Task: Predict the reactants needed to synthesize the given product.. Dataset: Full USPTO retrosynthesis dataset with 1.9M reactions from patents (1976-2016) Given the product [CH3:1][C:2]1[CH:3]=[N:4][C:5]([CH2:11][S+:12]([O-:24])[C:13]2[NH:14][C:15]3[CH:16]=[CH:17][C:18]([O:22][CH3:23])=[CH:19][C:20]=3[N:21]=2)=[C:6]([CH3:10])[C:7]=1[O:8][CH3:9], predict the reactants needed to synthesize it. The reactants are: [CH3:1][C:2]1[CH:3]=[N:4][C:5]([CH2:11][S+:12]([O-:24])[C:13]2[N-:14][C:15]3[CH:16]=[CH:17][C:18]([O:22][CH3:23])=[CH:19][C:20]=3[N:21]=2)=[C:6]([CH3:10])[C:7]=1[O:8][CH3:9].[Na+].C(N(CC)CC)C.C(O)(=O)C(C1C=CC=CC=1)O.